From a dataset of Peptide-MHC class II binding affinity with 134,281 pairs from IEDB. Regression. Given a peptide amino acid sequence and an MHC pseudo amino acid sequence, predict their binding affinity value. This is MHC class II binding data. (1) The peptide sequence is PVVHFFKNIVTPRTPPY. The MHC is DRB1_0701 with pseudo-sequence DRB1_0701. The binding affinity (normalized) is 0.593. (2) The peptide sequence is YDKFLANVSTVLAGK. The MHC is DRB1_1001 with pseudo-sequence DRB1_1001. The binding affinity (normalized) is 0.740.